From a dataset of Human Reference Interactome with 51,813 positive PPI pairs across 8,248 proteins, plus equal number of experimentally-validated negative pairs. Binary Classification. Given two protein amino acid sequences, predict whether they physically interact or not. (1) Protein 1 (ENSG00000175879) has sequence MSSYFVNPLYSKYKAAAAAAAAAGEAINPTYYDCHFAPEVGGRHAAAAAALQLYGNSAAGFPHAPPQAHAHPHPSPPPSGTGCGGREGRGQEYFHPGGGSPAAAYQAAPPPPPHPPPPPPPPPCGGIACHGEPAKFYGYDNLQRQPIFTTQQEAELVQYPDCKSSSGNIGEDPDHLNQSSSPSQMFPWMRPQAAPGRRRGRQTYSRFQTLELEKEFLFNPYLTRKRRIEVSHALALTERQVKIWFQNRRMKWKKENNKDKFPVSRQEVKDGETKKEAQELEEDRAEGLTN*MSSYFVNPL.... Protein 2 (ENSG00000015285) has sequence MSGGPMGGRPGGRGAPAVQQNIPSTLLQDHENQRLFEMLGRKCLTLATAVVQLYLALPPGAEHWTKEHCGAVCFVKDNPQKSYFIRLYGLQAGRLLWEQELYSQLVYSTPTPFFHTFAGDDCQAGLNFADEDEAQAFRALVQEKIQKRNQRQSGDRRQLPPPPTPANEERRGGLPPLPLHPGGDQGGPPVGPLSLGLATVDIQNPDITSSRYRGLPAPGPSPADKKRSGKKKISKADIGAPSGFKHVSHVGWDPQNGFDVNNLDPDLRSLFSRAGISEAQLTDAETSKLIYDFIEDQGGL.... Result: 0 (the proteins do not interact). (2) Protein 1 (ENSG00000124104) has sequence MASRLLHRLRHALAGDGPGEAAASPEAEQFPESSELEDDDAEGLSSRLSGTLSFTSAEDDEDDEDEDDEEAGPDQLPLGDGTSGEDAERSPPPDGQWGSQLLARQLQDFWKKSRNTLAPQRLLFEVTSANVVKDPPSKYVTNLSSTPSP*MASRLLHRLRHALAGDGPGEAAASPEAEQFPESSELEDDDAEGLSSRLSGTLSFTSAEDDEDDEDEDDEEAGPDQLPLGDGTSGEDAERSPPPDGQWGSQLLARQLQDFWKKSRNTLAPQRLLFEVTSANVVKDPPSKYVLYTLAVIGPG.... Protein 2 (ENSG00000013364) has sequence MATEEFIIRIPPYHYIHVLDQNSNVSRVEVGPKTYIRQDNERVLFAPMRMVTVPPRHYCTVANPVSRDAQGLVLFDVTGQVRLRHADLEIRLAQDPFPLYPGEVLEKDITPLQVVLPNTALHLKALLDFEDKDGDKVVAGDEWLFEGPGTYIPRKEVEVVEIIQATIIRQNQALRLRARKECWDRDGKERVTGEEWLVTTVGAYLPAVFEEVLDLVDAVILTEKTALHLRARRNFRDFRGVSRRTGEEWLVTVQDTEAHVPDVHEEVLGVVPITTLGPHNYCVILDPVGPDGKNQLGQKR.... Result: 0 (the proteins do not interact). (3) Protein 1 (ENSG00000167600) has sequence MEATGTWALLLALALLLLLTLALSGTRARGHLPPGPTPLPLLGNLLQLRPGALYSGLMRLSKKYGPVFTIYLGPWRPVVVLVGQEAVREALGGQAEEFSGRGTVAMLEGTFDGHGVFFSNGERWRQLRKFTMLALRDLGMGKREGEELIQAEARCLVETFQGTEGRPFDPSLLLAQATSNVVCSLLFGLRFSYEDKEFQAVVRAAGGTLLGVSSQGGQTYEMFSWFLRPLPGPHKQLLHHVSTLAAFTVRQVQQHQGNLDASGPARDLVDAFLLKMAQEEQNPGTEFTNKNMLMTVIYLL.... Result: 0 (the proteins do not interact). Protein 2 (ENSG00000129965) has sequence MALWMRLLPLLALLALWGPDPAAAFVNQHLCGSHLVEALYLVCGERGFFYTPKTRREAEDLQASALSLSSSTSTWPEGLDATARAPPALVVTANIGQAGGSSSRQFRQRALGTSDSPVLFIHCPGAAGTAQGLEYRGRRVTTELVWEEVDSSPQPQGSESLPAQPPAQPAPQPEPQQAREPSPEVSCCGLWPRRPQRSQN*. (4) Protein 1 (ENSG00000099814) has sequence MSATSWFLVSSSGARHRLPRELIFVGREECELMLQSRSVDKQHAVINYDQDRDEHWVKDLGSLNGTFVNDMRIPDQKYVTLKLNDVIRFGYDSNMYVLERVQHRVPEEALKHEKYTSQLQVSVKGLAPKRSEALPEHTPYCEASNPRPEKGDRRPGTEAASYRTPLYGQPSWWGEDDGSTLPDAQRQGEPYPERPKGPVQQDGELHGFRAPAEPQGCSFRREPSYFEIPTKETPQPSQPPEVPAHEMPTKDAEAGGGGAAPVVQSHASFTIEFDDCSPGKMKIKDHITKFSLRQRRPPGK.... Protein 2 (ENSG00000161542) has sequence MELLIMAYALKTACARNIIGVIPYFPYSKQSKMRKRGSIVCKLLASMLAKAGLTHIITMDLHQKEIQGFFSFPVDNLRASPFLLQYIQEEIPNYRNAVIVAKSPDAAKRAQSYAERLRLGLAVIHGEAQCTELDMDDGRHSPPMVKNATVHPGLELPLMMAKEKPPITVVGDVGGRIAIIVDDIIDDVESFVAAAEILKERGAYKIYVMATHGILSAEAPRLIEESSVDEVVVTNTVPHEVQKLQCPKIKTVDISLILSEAIRRIHNGESMAYLFRNITVDD*MELLIMAYALKTACARN.... Result: 0 (the proteins do not interact). (5) Protein 1 (ENSG00000198681) has sequence MSLEQRSLHCKPEEALEAQQEALGLVCVQAATSSSSPLVLGTLEEVPTAGSTDPPQSPQGASAFPTTINFTRQRQPSEGSSSREEEGPSTSCILESLFRAVITKKVADLVGFLLLKYRAREPVTKAEMLESVIKNYKHCFPEIFGKASESLQLVFGIDVKEADPTGHSYVLVTCLGLSYDGLLGDNQIMPKTGFLIIVLVMIAMEGGHAPEEEIWEELSVMEVYDGREHSAYGEPRKLLTQDLVQEKYLEYRQVPDSDPARYEFLWGPRALAETSYVKVLEYVIKVSARVRFFFPSLREA.... Protein 2 (ENSG00000166676) has sequence MKQALVDDTEDVSLDFGNEEELAFRKAKIRHPLATFFHLFFRVSAIVTYVSCDWFSKSFVGCFVMVLLLLSLDFWSVKNVTGRLLVGLRWWNQIDEDGKSHWIFEARKVSPNSIAATEAEARIFWLGLIICPMIWIVFFFSTLFSLKLKWLALVVAGISLQAANLYGYILCKMGGNSDIGKVTASFLSQTVFQTACPGDFQKPGLEGLEIHQH*MKQALVDDTEDVSLDFGNEEELAFRKAKIRDRVSKLLASVILLPWPPKVLGLKNVTGRLLVGLRWWNQIDEDGKSHWIFEARKVSP.... Result: 0 (the proteins do not interact). (6) Result: 1 (the proteins interact). Protein 1 (ENSG00000135931) has sequence MGDILAHESELLGLVKEYLDFAEFEDTLKTFSKECKIKGKPLCKTVGGSFRDSKSLTIQKDLVAAFDNGDQKVFFDLWEEHISSSIRDGDSFAQKLEFYLHIHFAIYLLKYSVGRPDKEELDEKISYFKTYLETKGAALSQTTEFLPFYALPFVPNPMVHPSFKELFQDSWTPELKLKLIKFLALISKASNTPKLLTIYKENGQSNKEILQQLHQQLVEAERRSVTYLKRYNKIQADYHNLIGVTAELVDSLEATVSGKMITPEYLQSVCVRLFSNQMRQSLAHSVDFTRPGTASTMLRA.... Protein 2 (ENSG00000145332) has sequence MASDSMSSKQARNHITKGKRQQQHQQIKNRSSISDGDGEDSFIFEANEAWKDFHGSLLRFYENGELCDVTLKVGSKLISCHKLVLACVIPYFRAMFLSEMAEAKQTLIEIRDFDGDAIEDLVKFVYSSRLTLTVDNVQPLLYAACILQVELVARACCEYMKLHFHPSNCLAVRAFAESHNRIDLMDMADQYACDHFTEVVECEDFVSVSPQHLHKLLSSSDLNIENEKQVYNAAIKWLLANPQHHSKWLDETLAQVRLPLLPVDFLMGVVAKEQIVKQNLKCRDLLDEARNYHLHLSSRA....